Dataset: Catalyst prediction with 721,799 reactions and 888 catalyst types from USPTO. Task: Predict which catalyst facilitates the given reaction. (1) Reactant: Cl[C:2]1[CH:3]=[CH:4][C:5]2[N:6]([C:8]([C:11]3[N:16]=[C:15]([NH:17][C@H:18]([C:20]4[CH:25]=[CH:24][CH:23]=[CH:22][CH:21]=4)[CH3:19])[CH:14]=[N:13][CH:12]=3)=[CH:9][N:10]=2)[CH:7]=1.[CH:26]1(B(O)O)[CH2:28][CH2:27]1.P([O-])([O-])([O-])=O.[K+].[K+].[K+].C1(P(C2CCCCC2)C2CCCCC2)CCCCC1. Product: [CH:26]1([C:2]2[CH:3]=[CH:4][C:5]3[N:6]([C:8]([C:11]4[N:16]=[C:15]([NH:17][C@H:18]([C:20]5[CH:25]=[CH:24][CH:23]=[CH:22][CH:21]=5)[CH3:19])[CH:14]=[N:13][CH:12]=4)=[CH:9][N:10]=3)[CH:7]=2)[CH2:28][CH2:27]1. The catalyst class is: 498. (2) Reactant: [NH2:1][CH:2]([CH3:7])[CH2:3][C:4]([OH:6])=[O:5].O.[OH-].[Na+].[CH3:11][O:12][C:13]1[CH:18]=[C:17]([CH2:19][O:20][C:21](Cl)=[O:22])[C:16]([N+:24]([O-:26])=[O:25])=[CH:15][C:14]=1[O:27][CH3:28]. Product: [CH3:28][O:27][C:14]1[C:13]([O:12][CH3:11])=[CH:18][C:17]([CH2:19][O:20][C:21]([NH:1][CH:2]([CH3:7])[CH2:3][C:4]([OH:6])=[O:5])=[O:22])=[C:16]([N+:24]([O-:26])=[O:25])[CH:15]=1. The catalyst class is: 12. (3) Reactant: [CH3:1][O:2][C:3]([CH2:5][CH2:6][C:7]1[CH:12]=[C:11]([CH3:13])[C:10]([C:14]2[NH:15][C:16]3[C:21]([CH:22]=2)=[CH:20][CH:19]=[C:18]([C:23](O)=[O:24])[CH:17]=3)=[C:9]([CH3:26])[CH:8]=1)=[O:4].C1C=CC2N(O)N=NC=2C=1.CCN=C=NCCCN(C)C.[CH3:48][O:49][C:50]1[CH:59]=[CH:58][C:53]([C:54]([NH:56][NH2:57])=[O:55])=[CH:52][CH:51]=1. Product: [CH3:48][O:49][C:50]1[CH:51]=[CH:52][C:53]([C:54]([NH:56][NH:57][C:23]([C:18]2[CH:17]=[C:16]3[C:21]([CH:22]=[C:14]([C:10]4[C:11]([CH3:13])=[CH:12][C:7]([CH2:6][CH2:5][C:3]([O:2][CH3:1])=[O:4])=[CH:8][C:9]=4[CH3:26])[NH:15]3)=[CH:20][CH:19]=2)=[O:24])=[O:55])=[CH:58][CH:59]=1. The catalyst class is: 1. (4) Reactant: F[C:2]1[CH:7]=[CH:6][C:5]([N+:8]([O-:10])=[O:9])=[CH:4][CH:3]=1.[NH2:11][C:12]1[CH:16]=[C:15]([CH3:17])[NH:14][N:13]=1.CC(C)([O-])C.[K+].C1COCC1. Product: [CH3:17][C:15]1[NH:14][N:13]=[C:12]([NH:11][C:2]2[CH:7]=[CH:6][C:5]([N+:8]([O-:10])=[O:9])=[CH:4][CH:3]=2)[CH:16]=1. The catalyst class is: 6. (5) Reactant: Cl[C:2]1[C:11]2[C:6](=[CH:7][C:8]([O:14][CH3:15])=[C:9]([O:12][CH3:13])[CH:10]=2)[N:5]=[CH:4][CH:3]=1.[Cl:16][C:17]1[CH:18]=[N:19][C:20]([OH:24])=[C:21]([OH:23])[CH:22]=1.O. Product: [Cl:16][C:17]1[CH:22]=[C:21]([O:23][C:2]2[C:11]3[C:6](=[CH:7][C:8]([O:14][CH3:15])=[C:9]([O:12][CH3:13])[CH:10]=3)[N:5]=[CH:4][CH:3]=2)[C:20]([OH:24])=[N:19][CH:18]=1. The catalyst class is: 420.